This data is from Full USPTO retrosynthesis dataset with 1.9M reactions from patents (1976-2016). The task is: Predict the reactants needed to synthesize the given product. (1) Given the product [CH3:1][O:2][N:3]([CH3:25])[C:4](=[O:24])[CH2:5][CH2:6][CH2:7][N:8]1[C:20]2[C:19]3[CH:18]=[CH:17][CH:16]=[CH:15][C:14]=3[N+:13]([O-:34])=[CH:12][C:11]=2[N:10]=[C:9]1[CH2:21][CH2:22][CH3:23], predict the reactants needed to synthesize it. The reactants are: [CH3:1][O:2][N:3]([CH3:25])[C:4](=[O:24])[CH2:5][CH2:6][CH2:7][N:8]1[C:20]2[C:19]3[CH:18]=[CH:17][CH:16]=[CH:15][C:14]=3[N:13]=[CH:12][C:11]=2[N:10]=[C:9]1[CH2:21][CH2:22][CH3:23].C1C=C(Cl)C=C(C(OO)=[O:34])C=1. (2) Given the product [CH3:1][C:2]1([CH3:14])[CH2:11][CH2:10][C:9]2[C:4](=[CH:5][CH:6]=[C:7]([CH:12]=[C:19]3[C:18]4[C:22](=[CH:23][CH:24]=[C:16]([F:15])[CH:17]=4)[NH:21][C:20]3=[O:25])[CH:8]=2)[O:3]1, predict the reactants needed to synthesize it. The reactants are: [CH3:1][C:2]1([CH3:14])[CH2:11][CH2:10][C:9]2[C:4](=[CH:5][CH:6]=[C:7]([CH:12]=O)[CH:8]=2)[O:3]1.[F:15][C:16]1[CH:17]=[C:18]2[C:22](=[CH:23][CH:24]=1)[NH:21][C:20](=[O:25])[CH2:19]2. (3) Given the product [F:8][C:9]1[CH:14]=[CH:13][C:12]([F:15])=[CH:11][C:10]=1[C:16]1[CH2:17][CH2:18][CH2:19][N:20]=1, predict the reactants needed to synthesize it. The reactants are: C(O)(C(F)(F)F)=O.[F:8][C:9]1[CH:14]=[CH:13][C:12]([F:15])=[CH:11][C:10]=1[C:16]1[N:20](C(OC(C)(C)C)=O)[CH2:19][CH2:18][CH:17]=1. (4) Given the product [CH3:1][O:2][C:3]([CH:5]1[CH2:9][N:8]([S:40]([CH3:39])(=[O:42])=[O:41])[CH:7]2[CH2:10][CH2:11][N:12]([C:13](=[O:29])[CH:14]([NH:21][C:22]([O:24][C:25]([CH3:26])([CH3:28])[CH3:27])=[O:23])[CH:15]3[CH2:20][CH2:19][CH2:18][CH2:17][CH2:16]3)[CH:6]12)=[O:4], predict the reactants needed to synthesize it. The reactants are: [CH3:1][O:2][C:3]([CH:5]1[CH2:9][NH:8][CH:7]2[CH2:10][CH2:11][N:12]([C:13](=[O:29])[CH:14]([NH:21][C:22]([O:24][C:25]([CH3:28])([CH3:27])[CH3:26])=[O:23])[CH:15]3[CH2:20][CH2:19][CH2:18][CH2:17][CH2:16]3)[CH:6]12)=[O:4].CCN(C(C)C)C(C)C.[CH3:39][S:40](Cl)(=[O:42])=[O:41]. (5) Given the product [CH3:1][O:2][CH2:3][C:4]1[S:5][C:6]2[CH:12]=[CH:11][C:10]([C:13]([OH:15])=[O:14])=[CH:9][C:7]=2[N:8]=1, predict the reactants needed to synthesize it. The reactants are: [CH3:1][O:2][CH2:3][C:4]1[S:5][C:6]2[CH:12]=[CH:11][C:10]([C:13]([O:15]CC)=[O:14])=[CH:9][C:7]=2[N:8]=1.[OH-].[Na+]. (6) Given the product [F:10][C:2]([F:11])([O:13][CH3:12])[C:3]1[CH:8]=[CH:7][N:6]=[C:5]([NH2:9])[CH:4]=1, predict the reactants needed to synthesize it. The reactants are: Cl[C:2]([F:11])([F:10])[C:3]1[CH:8]=[CH:7][N:6]=[C:5]([NH2:9])[CH:4]=1.[CH3:12][OH:13]. (7) Given the product [CH2:68]([O:67][C:64]1[N:63]=[CH:62][C:61]([C:51]2[C:50]([CH3:70])=[C:49]([NH:47][C:43]3[CH:44]=[N:45][CH:46]=[C:41]([N:38]4[CH2:39][CH2:40][O:35][CH2:36][CH2:37]4)[CH:42]=3)[C:58]3[C:53](=[CH:54][C:55]([F:60])=[CH:56][C:57]=3[F:59])[N:52]=2)=[CH:66][CH:65]=1)[CH3:69], predict the reactants needed to synthesize it. The reactants are: C1(P(C2CCCCC2)C2C=CC=CC=2C2C(C(C)C)=CC(C(C)C)=CC=2C(C)C)CCCCC1.[O:35]1[CH2:40][CH2:39][N:38]([C:41]2[CH:42]=[C:43]([NH2:47])[CH:44]=[N:45][CH:46]=2)[CH2:37][CH2:36]1.Cl[C:49]1[C:58]2[C:53](=[CH:54][C:55]([F:60])=[CH:56][C:57]=2[F:59])[N:52]=[C:51]([C:61]2[CH:62]=[N:63][C:64]([O:67][CH2:68][CH3:69])=[CH:65][CH:66]=2)[C:50]=1[CH3:70].CC(C)([O-])C.[Na+].